Dataset: Forward reaction prediction with 1.9M reactions from USPTO patents (1976-2016). Task: Predict the product of the given reaction. (1) Given the reactants CO[C:3]1[C:8]([O:9]C)=[CH:7][CH:6]=[CH:5][C:4]=1[C:11](=[O:23])[CH2:12][C:13]([C:15]1[CH:20]=[CH:19][C:18]([O:21]C)=[CH:17][CH:16]=1)=[O:14], predict the reaction product. The product is: [OH:9][C:8]1[CH:7]=[CH:6][CH:5]=[C:4]2[C:3]=1[O:14][C:13]([C:15]1[CH:20]=[CH:19][C:18]([OH:21])=[CH:17][CH:16]=1)=[CH:12][C:11]2=[O:23]. (2) Given the reactants C[O:2][C:3]([C:5]1[O:25][C:8]2=[CH:9][N:10]=[CH:11][C:12]([C:13]3[CH:14]=[C:15]([C:19]4[CH:24]=[CH:23][CH:22]=[CH:21][CH:20]=4)[CH:16]=[CH:17][CH:18]=3)=[C:7]2[CH:6]=1)=[O:4].[OH-].[K+], predict the reaction product. The product is: [C:15]1([C:19]2[CH:20]=[CH:21][CH:22]=[CH:23][CH:24]=2)[CH:16]=[CH:17][CH:18]=[C:13]([C:12]2[CH:11]=[N:10][CH:9]=[C:8]3[O:25][C:5]([C:3]([OH:4])=[O:2])=[CH:6][C:7]=23)[CH:14]=1.